This data is from Full USPTO retrosynthesis dataset with 1.9M reactions from patents (1976-2016). The task is: Predict the reactants needed to synthesize the given product. Given the product [F:27][C:4]([F:3])([F:26])[C:5]1[N:10]=[CH:9][C:8]([O:11][C:12]2[CH:13]=[C:14]3[C:19](=[CH:20][CH:21]=2)[N:18]=[C:17]([C:22]([OH:24])=[O:23])[CH:16]=[CH:15]3)=[CH:7][CH:6]=1, predict the reactants needed to synthesize it. The reactants are: [OH-].[Li+].[F:3][C:4]([F:27])([F:26])[C:5]1[N:10]=[CH:9][C:8]([O:11][C:12]2[CH:13]=[C:14]3[C:19](=[CH:20][CH:21]=2)[N:18]=[C:17]([C:22]([O:24]C)=[O:23])[CH:16]=[CH:15]3)=[CH:7][CH:6]=1.O1CCCC1.Cl.